From a dataset of Forward reaction prediction with 1.9M reactions from USPTO patents (1976-2016). Predict the product of the given reaction. (1) Given the reactants C([NH:4][C:5]([C:8]1[CH:9]=[C:10]([CH:14]=[C:15]([C:17]([F:20])([F:19])[F:18])[CH:16]=1)[C:11]([OH:13])=[O:12])([CH3:7])[CH3:6])(=O)C.C(O)CO.[OH-].[K+], predict the reaction product. The product is: [NH2:4][C:5]([C:8]1[CH:9]=[C:10]([CH:14]=[C:15]([C:17]([F:18])([F:19])[F:20])[CH:16]=1)[C:11]([OH:13])=[O:12])([CH3:7])[CH3:6]. (2) Given the reactants [NH2:1][C:2]1[C:3](=[O:14])[NH:4][C:5](=[S:13])[N:6]([CH2:9][CH:10]([CH3:12])[CH3:11])[C:7]=1[NH2:8].[CH2:15](C(CC)(CC)C([O-])([O-])[O-])[CH3:16], predict the reaction product. The product is: [CH2:9]([N:6]1[C:7]2[N:8]=[C:15]([CH3:16])[NH:1][C:2]=2[C:3](=[O:14])[NH:4][C:5]1=[S:13])[CH:10]([CH3:11])[CH3:12]. (3) Given the reactants [Cl:1][C:2]1[CH:3]=[C:4]([NH2:20])[CH:5]=[C:6]([Cl:19])[C:7]=1[S:8][C:9]1[CH:18]=[CH:17][C:16]2[C:11](=[CH:12][CH:13]=[CH:14][CH:15]=2)[CH:10]=1.N1C=CC=CC=1.[Cl:27][C:28]1[N:29]=[C:30]2[N:34]([C:35]=1[S:36](Cl)(=[O:38])=[O:37])[CH:33]=[CH:32][S:31]2, predict the reaction product. The product is: [Cl:19][C:6]1[CH:5]=[C:4]([NH:20][S:36]([C:35]2[N:34]3[C:30]([S:31][CH:32]=[CH:33]3)=[N:29][C:28]=2[Cl:27])(=[O:37])=[O:38])[CH:3]=[C:2]([Cl:1])[C:7]=1[S:8][C:9]1[CH:18]=[CH:17][C:16]2[C:11](=[CH:12][CH:13]=[CH:14][CH:15]=2)[CH:10]=1. (4) Given the reactants [C:1]([C:5]1[N:14]=[C:13]([N:15]2[CH2:20][CH2:19][N:18]([CH2:21][CH2:22][CH2:23][CH2:24][NH2:25])[CH2:17][CH2:16]2)[C:12]2[C:7](=[CH:8][CH:9]=[CH:10][CH:11]=2)[N:6]=1)([CH3:4])([CH3:3])[CH3:2].C1N=CN([C:31](N2C=NC=C2)=[O:32])C=1.[C:38]1([N:44]2[CH2:49][CH2:48][NH:47][CH2:46][CH2:45]2)[CH:43]=[CH:42][CH:41]=[CH:40][CH:39]=1, predict the reaction product. The product is: [C:1]([C:5]1[N:14]=[C:13]([N:15]2[CH2:20][CH2:19][N:18]([CH2:21][CH2:22][CH2:23][CH2:24][NH:25][C:31]([N:47]3[CH2:48][CH2:49][N:44]([C:38]4[CH:43]=[CH:42][CH:41]=[CH:40][CH:39]=4)[CH2:45][CH2:46]3)=[O:32])[CH2:17][CH2:16]2)[C:12]2[C:7](=[CH:8][CH:9]=[CH:10][CH:11]=2)[N:6]=1)([CH3:4])([CH3:2])[CH3:3]. (5) Given the reactants [S:1]1[C:5]2[CH:6]=[CH:7][CH:8]=[CH:9][C:4]=2[N:3]=[C:2]1[C:10](=[C:13]([C:15]1[O:16][CH:17]=[CH:18][CH:19]=1)O)[C:11]#[N:12].O=P(Cl)(Cl)[Cl:22], predict the reaction product. The product is: [S:1]1[C:5]2[CH:6]=[CH:7][CH:8]=[CH:9][C:4]=2[N:3]=[C:2]1[C:10](=[C:13]([Cl:22])[C:15]1[O:16][CH:17]=[CH:18][CH:19]=1)[C:11]#[N:12]. (6) Given the reactants [F:1][C:2]([F:7])([F:6])[C:3]([OH:5])=[O:4].[CH:8]1([NH:12][C:13](=[O:38])[NH:14][C:15]2[CH:37]=[CH:36][C:18]([C:19]([N:21]3[CH2:26][CH2:25][N:24]([CH2:27][C:28]4[O:29][CH:30]=[C:31]([C:33]([OH:35])=O)[N:32]=4)[CH2:23][CH2:22]3)=[O:20])=[CH:17][CH:16]=2)[CH2:11][CH2:10][CH2:9]1.[C:39]([NH2:43])([CH3:42])([CH3:41])[CH3:40].C(N(CC)C(C)C)(C)C, predict the reaction product. The product is: [F:1][C:2]([F:7])([F:6])[C:3]([OH:5])=[O:4].[C:39]([NH:43][C:33]([C:31]1[N:32]=[C:28]([CH2:27][N:24]2[CH2:25][CH2:26][N:21]([C:19]([C:18]3[CH:36]=[CH:37][C:15]([NH:14][C:13]([NH:12][CH:8]4[CH2:9][CH2:10][CH2:11]4)=[O:38])=[CH:16][CH:17]=3)=[O:20])[CH2:22][CH2:23]2)[O:29][CH:30]=1)=[O:35])([CH3:42])([CH3:41])[CH3:40]. (7) Given the reactants Cl[C:2]1[N:3]=[C:4]([NH:17][CH:18]([CH3:20])[CH3:19])[C:5]2[CH2:10][CH2:9][CH:8]([C:11]3[CH:16]=[CH:15][CH:14]=[CH:13][CH:12]=3)[C:6]=2[N:7]=1.[Cl:21][C:22]1[N:23]=[CH:24][N:25]([C:27]2[CH:33]=[CH:32][C:30]([NH2:31])=[CH:29][C:28]=2[O:34][CH3:35])[CH:26]=1.OS(O)(=O)=O.CCOC(C)=O, predict the reaction product. The product is: [Cl:21][C:22]1[N:23]=[CH:24][N:25]([C:27]2[CH:33]=[CH:32][C:30]([NH:31][C:2]3[N:3]=[C:4]([NH:17][CH:18]([CH3:20])[CH3:19])[C:5]4[CH2:10][CH2:9][CH:8]([C:11]5[CH:16]=[CH:15][CH:14]=[CH:13][CH:12]=5)[C:6]=4[N:7]=3)=[CH:29][C:28]=2[O:34][CH3:35])[CH:26]=1.